This data is from Reaction yield outcomes from USPTO patents with 853,638 reactions. The task is: Predict the reaction yield, written as a fraction of the theoretical maximum amount of product (1.0 means a 100% yield; for example, 0.34 means a 34% yield). The reactants are O.[NH2:2][C:3]1[C:4](=[O:13])[N:5]([CH3:12])[C:6](=[O:11])[N:7]([CH3:10])[C:8]=1[NH2:9].[CH:14]1([CH:20]=O)[CH2:19][CH2:18][CH2:17][CH2:16][CH2:15]1.[OH-].[Na+].C([O-])([O-])=O.[K+].[K+].[Cl:30][C:31]1[CH:38]=[CH:37][CH:36]=[C:35]([F:39])[C:32]=1[CH2:33]Br. The catalyst is C(#N)C.CN(C=O)C.O. The product is [Cl:30][C:31]1[CH:38]=[CH:37][CH:36]=[C:35]([F:39])[C:32]=1[CH2:33][N:2]1[C:3]2[C:4](=[O:13])[N:5]([CH3:12])[C:6](=[O:11])[N:7]([CH3:10])[C:8]=2[N:9]=[C:20]1[CH:14]1[CH2:19][CH2:18][CH2:17][CH2:16][CH2:15]1. The yield is 0.440.